This data is from Forward reaction prediction with 1.9M reactions from USPTO patents (1976-2016). The task is: Predict the product of the given reaction. (1) Given the reactants [OH:1][C:2]1[C:11]2[C:10]([CH3:13])([CH3:12])[CH2:9][CH2:8][C:7]([CH3:15])([CH3:14])[C:6]=2[CH:5]=[C:4]([CH:16]=[O:17])[CH:3]=1.[H-].[Na+].[CH2:20]([O:22][CH2:23][CH2:24]Br)[CH3:21], predict the reaction product. The product is: [CH3:13][C:10]1([CH3:12])[CH2:9][CH2:8][C:7]([CH3:15])([CH3:14])[C:6]2[CH:5]=[C:4]([CH:16]=[O:17])[CH:3]=[C:2]([O:1][CH2:21][CH2:20][O:22][CH2:23][CH3:24])[C:11]1=2. (2) The product is: [O:12]=[C:8]1[CH2:7][CH2:6][CH2:5][C:4]2[CH:3]=[C:2]([O:1][S:13]([C:16]([F:19])([F:18])[F:17])(=[O:15])=[O:14])[CH:11]=[CH:10][C:9]1=2. Given the reactants [OH:1][C:2]1[CH:3]=[C:4]2[C:9](=[CH:10][CH:11]=1)[C:8](=[O:12])[CH2:7][CH2:6][CH2:5]2.[S:13](O[S:13]([C:16]([F:19])([F:18])[F:17])(=[O:15])=[O:14])([C:16]([F:19])([F:18])[F:17])(=[O:15])=[O:14], predict the reaction product. (3) Given the reactants [Br:1][C:2]1[CH:11]=[CH:10][C:9]([CH:12](Br)Br)=[C:8]2[C:3]=1[CH:4]=[N:5][CH:6]=[N:7]2.C(O)(C(F)(F)F)=[O:16].CO.[NH4+].[OH-], predict the reaction product. The product is: [Br:1][C:2]1[CH:11]=[CH:10][C:9]([CH:12]=[O:16])=[C:8]2[C:3]=1[CH:4]=[N:5][CH:6]=[N:7]2. (4) Given the reactants Cl.[NH2:2][C:3]1[C:4]2[C:14]([O:15][CH2:16][C:17]([NH2:20])([CH3:19])[CH3:18])=[CH:13][CH:12]=[CH:11][C:5]=2[NH:6][S:7](=[O:10])(=[O:9])[N:8]=1.[CH2:21]([C:23]1[CH:24]=[C:25]([CH:29]=[CH:30][N:31]=1)[C:26](O)=[O:27])[CH3:22], predict the reaction product. The product is: [NH2:2][C:3]1[C:4]2[C:14]([O:15][CH2:16][C:17]([NH:20][C:26](=[O:27])[C:25]3[CH:29]=[CH:30][N:31]=[C:23]([CH2:21][CH3:22])[CH:24]=3)([CH3:18])[CH3:19])=[CH:13][CH:12]=[CH:11][C:5]=2[NH:6][S:7](=[O:10])(=[O:9])[N:8]=1. (5) Given the reactants [CH2:1]([C:3]1[N:4]([CH2:9][CH2:10][NH2:11])[CH:5]=[C:6]([I:8])[N:7]=1)[CH3:2].[Cl:12][C:13]1[C:18]([F:19])=[CH:17][C:16]([CH2:20][CH2:21][CH:22]=O)=[CH:15][C:14]=1[F:24], predict the reaction product. The product is: [Cl:12][C:13]1[C:14]([F:24])=[CH:15][C:16]([CH2:20][CH2:21][CH:22]2[NH:11][CH2:10][CH2:9][N:4]3[C:3]([CH2:1][CH3:2])=[N:7][C:6]([I:8])=[C:5]23)=[CH:17][C:18]=1[F:19]. (6) Given the reactants [C:1]1([C:3](=[CH:5][CH:6]=[CH:7][CH:8]=1)[OH:4])[OH:2].[C:9]1(=O)[CH2:13][CH2:12][CH2:11][CH2:10]1.C1(C)C=CC(S(O)(=O)=O)=CC=1, predict the reaction product. The product is: [C:9]12([O:4][C:3]3[CH:5]=[CH:6][CH:7]=[CH:8][C:1]=3[O:2]1)[CH2:13][CH2:12][CH2:11][CH2:10]2. (7) The product is: [C:1]([O:9][CH2:10][C@@H:11]1[C:15]([O:17][C:18](=[O:20])[CH3:19])([CH3:16])[C@:14]([F:22])([CH3:21])[CH:13]([N:23]2[CH:31]=[N:30][C:29]3[C:24]2=[N:25][CH:26]=[N:27][C:28]=3[NH:40][CH2:39][CH:38]2[CH2:37][CH2:36]2)[O:12]1)(=[O:8])[C:2]1[CH:7]=[CH:6][CH:5]=[CH:4][CH:3]=1. Given the reactants [C:1]([O:9][CH2:10][C@@H:11]1[C:15]([O:17][C:18](=[O:20])[CH3:19])([CH3:16])[C@:14]([F:22])([CH3:21])[CH:13]([N:23]2[CH:31]=[N:30][C:29]3[C:24]2=[N:25][CH:26]=[N:27][C:28]=3Cl)[O:12]1)(=[O:8])[C:2]1[CH:7]=[CH:6][CH:5]=[CH:4][CH:3]=1.N12CCC[N:40]=[C:39]1[CH2:38][CH2:37][CH2:36]CC2.Cl.NCC1CC1.O, predict the reaction product.